Task: Predict which catalyst facilitates the given reaction.. Dataset: Catalyst prediction with 721,799 reactions and 888 catalyst types from USPTO (1) Reactant: [NH:1]([C:3]([O:5][C:6]([CH3:9])([CH3:8])[CH3:7])=[O:4])[NH2:2].[F:10][C:11]1[CH:16]=[CH:15][C:14]([C:17](=O)[CH2:18][CH2:19][CH2:20][C:21]([OH:23])=[O:22])=[CH:13][CH:12]=1. Product: [C:6]([O:5][C:3]([NH:1][N:2]=[C:17]([C:14]1[CH:15]=[CH:16][C:11]([F:10])=[CH:12][CH:13]=1)[CH2:18][CH2:19][CH2:20][C:21]([OH:23])=[O:22])=[O:4])([CH3:9])([CH3:8])[CH3:7]. The catalyst class is: 1. (2) Reactant: C([O:3][C:4]1[C:12]2[C:11](=[O:13])[N:10]([C:14]3[CH:19]=[CH:18][C:17]([CH2:20][C:21]([O:23][CH2:24][CH3:25])=[O:22])=[CH:16][C:15]=3[F:26])[C:9](=[O:27])[C:8]=2[C:7]([O:28][CH2:29][C:30]2C=CC=CC=2)=[C:6]2[CH:36]=[CH:37][CH:38]=[CH:39][C:5]=12)C. Product: [CH2:29]([O:28][C:7]1[C:8]2[C:9](=[O:27])[N:10]([C:14]3[CH:19]=[CH:18][C:17]([CH2:20][C:21]([O:23][CH2:24][CH3:25])=[O:22])=[CH:16][C:15]=3[F:26])[C:11](=[O:13])[C:12]=2[C:4]([OH:3])=[C:5]2[CH:39]=[CH:38][CH:37]=[CH:36][C:6]=12)[CH3:30]. The catalyst class is: 63. (3) Reactant: [CH2:1]([N:8]1[CH:12]=[C:11]([C:13]2[CH:18]=[C:17]([F:19])[CH:16]=[CH:15][C:14]=2[F:20])[N:10]=[C:9]1[C@@H:21]([CH:37]1[CH2:42][CH2:41][O:40][CH2:39][CH2:38]1)[N:22]([CH2:30][C@H:31]1[C@@H:35]([F:36])[CH2:34][NH:33][CH2:32]1)[C:23]([NH:25][C@@H:26]([CH3:29])[CH2:27][OH:28])=[O:24])[C:2]1[CH:7]=[CH:6][CH:5]=[CH:4][CH:3]=1.C([O-])([O-])=O.[K+].[K+].[CH3:49][C:50]([O:53][C:54](O[C:54]([O:53][C:50]([CH3:52])([CH3:51])[CH3:49])=[O:55])=[O:55])([CH3:52])[CH3:51]. Product: [CH2:1]([N:8]1[CH:12]=[C:11]([C:13]2[CH:18]=[C:17]([F:19])[CH:16]=[CH:15][C:14]=2[F:20])[N:10]=[C:9]1[C@@H:21]([CH:37]1[CH2:42][CH2:41][O:40][CH2:39][CH2:38]1)[N:22]([CH2:30][C@H:31]1[C@@H:35]([F:36])[CH2:34][N:33]([C:54]([O:53][C:50]([CH3:52])([CH3:51])[CH3:49])=[O:55])[CH2:32]1)[C:23]([NH:25][C@@H:26]([CH3:29])[CH2:27][OH:28])=[O:24])[C:2]1[CH:7]=[CH:6][CH:5]=[CH:4][CH:3]=1. The catalyst class is: 5. (4) Reactant: [C:1]([O:5][C:6](=[O:11])[NH:7][CH2:8][CH2:9][OH:10])([CH3:4])([CH3:3])[CH3:2].[CH3:12][C:13]1[CH:18]=[CH:17][C:16]([S:19](Cl)(=[O:21])=[O:20])=[CH:15][CH:14]=1. Product: [CH3:12][C:13]1[CH:18]=[CH:17][C:16]([S:19]([O:10][CH2:9][CH2:8][NH:7][C:6]([O:5][C:1]([CH3:4])([CH3:2])[CH3:3])=[O:11])(=[O:21])=[O:20])=[CH:15][CH:14]=1. The catalyst class is: 17.